This data is from Forward reaction prediction with 1.9M reactions from USPTO patents (1976-2016). The task is: Predict the product of the given reaction. Given the reactants [Br:1][C:2]1[CH:7]=[CH:6][C:5]([OH:8])=[C:4]([C:9]2[O:10][C:11]3[CH:17]=[CH:16][C:15]([CH3:18])=[CH:14][C:12]=3[N:13]=2)[CH:3]=1.Br[CH:20]([CH3:22])[CH3:21].[H-].[Na+], predict the reaction product. The product is: [Br:1][C:2]1[CH:7]=[CH:6][C:5]([O:8][CH:20]([CH3:22])[CH3:21])=[C:4]([C:9]2[O:10][C:11]3[CH:17]=[CH:16][C:15]([CH3:18])=[CH:14][C:12]=3[N:13]=2)[CH:3]=1.